From a dataset of Forward reaction prediction with 1.9M reactions from USPTO patents (1976-2016). Predict the product of the given reaction. (1) Given the reactants [Cl:1][C:2]1[C:7]([O:8][CH3:9])=[CH:6][C:5]([C:10]([C:12]2[C:13]([CH2:26][CH2:27][CH3:28])=[N:14][CH:15]=[CH:16][C:17]=2OC2C=CC(Cl)=CC=2)=O)=[C:4](F)[CH:3]=1.[CH3:30][NH:31][NH2:32].C([O:36][CH2:37][CH3:38])(=O)C, predict the reaction product. The product is: [Cl:1][C:2]1[CH:3]=[C:4]2[C:5]([C:10]([C:12]3[C:13]([CH2:26][CH2:27][CH3:28])=[N:14][C:15]([O:36][C:37]4[CH:38]=[CH:7][C:2]([Cl:1])=[CH:3][CH:4]=4)=[CH:16][CH:17]=3)=[N:32][N:31]2[CH3:30])=[CH:6][C:7]=1[O:8][CH3:9]. (2) Given the reactants CN(C)[N:3]=[CH:4][C:5]1[N:10]([CH2:11][CH3:12])[C:9](=[O:13])[N:8]([CH2:14][CH3:15])[C:7](=[O:16])[C:6]=1/[CH:17]=[CH:18]/[C:19]([O:21][CH3:22])=[O:20], predict the reaction product. The product is: [CH2:11]([N:10]1[C:5]2[CH:4]=[N:3][C:18]([C:19]([O:21][CH3:22])=[O:20])=[CH:17][C:6]=2[C:7](=[O:16])[N:8]([CH2:14][CH3:15])[C:9]1=[O:13])[CH3:12]. (3) Given the reactants [OH:1][CH:2]1[C:6]2([CH2:11][CH2:10][N:9](C(OC(C)(C)C)=O)[CH2:8][CH2:7]2)[C:5](=[O:19])[NH:4][CH2:3]1.FC(F)(F)S(O[C:26]1[CH2:27][O:28][C:29](=[O:32])[C:30]=1[CH3:31])(=O)=O.CC1(C)C2C(=C(P(C3C=CC=CC=3)C3C=CC=CC=3)C=CC=2)OC2C(P(C3C=CC=CC=3)C3C=CC=CC=3)=CC=CC1=2.C(=O)([O-])[O-].[Cs+].[Cs+], predict the reaction product. The product is: [OH:1][C@H:2]1[C:6]2([CH2:7][CH2:8][NH:9][CH2:10][CH2:11]2)[C:5](=[O:19])[N:4]([C:26]2[CH2:27][O:28][C:29](=[O:32])[C:30]=2[CH3:31])[CH2:3]1. (4) Given the reactants [Cl:1][C:2]1[CH:3]=[C:4]([S:9]([N:12]([C:14]2[CH:23]=[CH:22][CH:21]=[CH:20][C:15]=2[C:16]([O:18]C)=[O:17])[CH3:13])(=[O:11])=[O:10])[CH:5]=[CH:6][C:7]=1[Cl:8].CO.O1CCOCC1.[OH-].[Na+], predict the reaction product. The product is: [Cl:1][C:2]1[CH:3]=[C:4]([S:9]([N:12]([C:14]2[CH:23]=[CH:22][CH:21]=[CH:20][C:15]=2[C:16]([OH:18])=[O:17])[CH3:13])(=[O:10])=[O:11])[CH:5]=[CH:6][C:7]=1[Cl:8]. (5) Given the reactants [O:1]1[C:10]2[C:5](=[CH:6][CH:7]=[CH:8][CH:9]=2)[C:4]([CH2:11][C:12]([OH:22])([C:18]([F:21])([F:20])[F:19])[C:13](OCC)=[O:14])=[CH:3][CH2:2]1.[H-].[Al+3].[Li+].[H-].[H-].[H-].[Cl-].[NH4+], predict the reaction product. The product is: [O:1]1[C:10]2[C:5](=[CH:6][CH:7]=[CH:8][CH:9]=2)[C:4]([CH2:11][C:12]([OH:22])([C:18]([F:20])([F:21])[F:19])[CH:13]=[O:14])=[CH:3][CH2:2]1. (6) Given the reactants FC(F)(F)S(O[C:7]1[C:8]([C:18](=[O:20])[CH3:19])=[CH:9][C:10]([Cl:17])=[C:11]2[C:16]=1[N:15]=[CH:14][CH:13]=[CH:12]2)(=O)=O.[C:23]1([C:29]2([OH:35])[CH2:34][CH2:33][NH:32][CH2:31][CH2:30]2)[CH:28]=[CH:27][CH:26]=[CH:25][CH:24]=1.C1C=CC(P(C2C=CC3C(=CC=CC=3)C=2C2C3C(=CC=CC=3)C=CC=2P(C2C=CC=CC=2)C2C=CC=CC=2)C2C=CC=CC=2)=CC=1.C(=O)([O-])[O-].[Cs+].[Cs+], predict the reaction product. The product is: [Cl:17][C:10]1[CH:9]=[C:8]([C:18](=[O:20])[CH3:19])[C:7]([N:32]2[CH2:33][CH2:34][C:29]([OH:35])([C:23]3[CH:24]=[CH:25][CH:26]=[CH:27][CH:28]=3)[CH2:30][CH2:31]2)=[C:16]2[C:11]=1[CH:12]=[CH:13][CH:14]=[N:15]2.